This data is from Peptide-MHC class I binding affinity with 185,985 pairs from IEDB/IMGT. The task is: Regression. Given a peptide amino acid sequence and an MHC pseudo amino acid sequence, predict their binding affinity value. This is MHC class I binding data. (1) The peptide sequence is KLMEEYLRR. The MHC is HLA-A68:01 with pseudo-sequence HLA-A68:01. The binding affinity (normalized) is 0.302. (2) The peptide sequence is ELGELIGVNY. The MHC is HLA-A11:01 with pseudo-sequence HLA-A11:01. The binding affinity (normalized) is 0.